From a dataset of Reaction yield outcomes from USPTO patents with 853,638 reactions. Predict the reaction yield, written as a fraction of the theoretical maximum amount of product (1.0 means a 100% yield; for example, 0.34 means a 34% yield). (1) The reactants are Cl.[NH2:2][C:3]1[CH:8]=[CH:7][CH:6]=[C:5]([C:9]2[CH:14]=[CH:13][CH:12]=[C:11]([C:15]3[NH:19][N:18]=[N:17][N:16]=3)[CH:10]=2)[C:4]=1[OH:20].[N:21]([O-])=O.[Na+].[CH3:25][C:26]1[CH2:27][C:28](=[O:41])[N:29]([C:31]2[CH:40]=[CH:39][C:38]3[CH2:37][CH2:36][CH2:35][CH2:34][C:33]=3[CH:32]=2)[N:30]=1.C(=O)(O)[O-].[Na+]. The catalyst is Cl.C(O)C. The product is [OH:20][C:4]1[C:3]([NH:2][N:21]=[C:27]2[C:26]([CH3:25])=[N:30][N:29]([C:31]3[CH:40]=[CH:39][C:38]4[CH2:37][CH2:36][CH2:35][CH2:34][C:33]=4[CH:32]=3)[C:28]2=[O:41])=[CH:8][CH:7]=[CH:6][C:5]=1[C:9]1[CH:14]=[CH:13][CH:12]=[C:11]([C:15]2[NH:19][N:18]=[N:17][N:16]=2)[CH:10]=1. The yield is 0.316. (2) The yield is 0.424. The product is [Cl:8][C:6]1[CH:7]=[C:2]([B:12]2[O:16][C:15]([CH3:18])([CH3:17])[C:14]([CH3:20])([CH3:19])[O:13]2)[CH:3]=[C:4]([Cl:11])[C:5]=1[O:9][CH3:10]. The reactants are Br[C:2]1[CH:3]=[C:4]([Cl:11])[C:5]([O:9][CH3:10])=[C:6]([Cl:8])[CH:7]=1.[B:12]1([B:12]2[O:16][C:15]([CH3:18])([CH3:17])[C:14]([CH3:20])([CH3:19])[O:13]2)[O:16][C:15]([CH3:18])([CH3:17])[C:14]([CH3:20])([CH3:19])[O:13]1.CC([O-])=O.[K+]. The catalyst is O1CCOCC1.C1C=CC(P(C2C=CC=CC=2)[C-]2C=CC=C2)=CC=1.C1C=CC(P(C2C=CC=CC=2)[C-]2C=CC=C2)=CC=1.Cl[Pd]Cl.[Fe+2]. (3) The reactants are [CH:1]1[C:13]2C[C:13]3[C:1](=[CH:2][CH:3]=CC=3)C=2C=[CH:3][CH:2]=1.[OH-].[Na+].[CH2:16]([CH:20]1[C:32]2[CH:31]=[CH:30][CH:29]=[CH:28][C:27]=2[C:26]2[C:21]1=[CH:22][CH:23]=[CH:24][CH:25]=2)[CH2:17][CH2:18][CH3:19]. The catalyst is [Cl-].C([N+](CC)(CC)CC1C=CC=CC=1)C.CS(C)=O. The product is [CH2:16]([C:20]1([CH2:13][CH2:1][CH2:2][CH3:3])[C:21]2[CH:22]=[CH:23][CH:24]=[CH:25][C:26]=2[C:27]2[C:32]1=[CH:31][CH:30]=[CH:29][CH:28]=2)[CH2:17][CH2:18][CH3:19]. The yield is 0.650. (4) The reactants are [N:1]1([C:7]2[CH:8]=[CH:9][C:10]3[CH2:11][N:12]([C:18]([O:20][C:21]([CH3:24])([CH3:23])[CH3:22])=[O:19])[CH2:13][CH2:14][O:15][C:16]=3[N:17]=2)[CH2:6][CH2:5][NH:4][CH2:3][CH2:2]1.CCN(CC)CC.Cl[C:33]([O:35][CH3:36])=[O:34].O. The catalyst is C1COCC1. The product is [CH3:36][O:35][C:33]([N:4]1[CH2:5][CH2:6][N:1]([C:7]2[CH:8]=[CH:9][C:10]3[CH2:11][N:12]([C:18]([O:20][C:21]([CH3:24])([CH3:23])[CH3:22])=[O:19])[CH2:13][CH2:14][O:15][C:16]=3[N:17]=2)[CH2:2][CH2:3]1)=[O:34]. The yield is 0.690. (5) The reactants are B(Br)(Br)Br.[CH:5]1([C:8]2[CH:9]=[CH:10][C:11]([O:22]C)=[C:12]([C:14]([C:16]3[CH:21]=[CH:20][CH:19]=[CH:18][CH:17]=3)=[O:15])[CH:13]=2)[CH2:7][CH2:6]1. The catalyst is C(Cl)Cl.O. The product is [CH:5]1([C:8]2[CH:9]=[CH:10][C:11]([OH:22])=[C:12]([C:14]([C:16]3[CH:21]=[CH:20][CH:19]=[CH:18][CH:17]=3)=[O:15])[CH:13]=2)[CH2:6][CH2:7]1. The yield is 0.480. (6) The reactants are O.O.O.[F-].C([N+](CCCC)(CCCC)CCCC)CCC.[F:22][C:23]1[C:31]([F:32])=[CH:30][C:29]([O:33][Si](C(C)C)(C(C)C)C(C)C)=[CH:28][C:24]=1[C:25]([OH:27])=[O:26].O. The catalyst is O1CCCC1. The product is [F:22][C:23]1[C:31]([F:32])=[CH:30][C:29]([OH:33])=[CH:28][C:24]=1[C:25]([OH:27])=[O:26]. The yield is 0.950. (7) The reactants are [F:1][C:2]1[CH:32]=[CH:31][CH:30]=[C:29]([F:33])[C:3]=1[C:4]([NH:6][C:7]1[CH:12]=[CH:11][C:10]([C:13]([NH:15][NH:16][C:17]([NH:19][CH2:20][CH2:21][CH2:22][N:23]2[CH2:28][CH2:27]C[CH2:25][CH2:24]2)=S)=[O:14])=[CH:9][CH:8]=1)=[O:5].[OH-:34].[Na+]. No catalyst specified. The product is [F:33][C:29]1[CH:30]=[CH:31][CH:32]=[C:2]([F:1])[C:3]=1[C:4]([NH:6][C:7]1[CH:8]=[CH:9][C:10]([C:13]2[O:14][C:17]([NH:19][CH2:20][CH2:21][CH2:22][N:23]3[CH2:24][CH2:25][O:34][CH2:27][CH2:28]3)=[N:16][N:15]=2)=[CH:11][CH:12]=1)=[O:5]. The yield is 0.820. (8) The reactants are [CH2:1]([O:8][C:9]1[CH:14]=[CH:13][C:12]([Br:15])=[CH:11][C:10]=1[CH:16]([C:20]1[CH:25]=[CH:24][CH:23]=[CH:22][CH:21]=1)[CH2:17][CH2:18][OH:19])[C:2]1[CH:7]=[CH:6][CH:5]=[CH:4][CH:3]=1.N1C=CC=CC=1.[C:32]1([CH3:42])[CH:37]=[CH:36][C:35]([S:38](Cl)(=[O:40])=[O:39])=[CH:34][CH:33]=1. The catalyst is ClCCl. The product is [CH2:1]([O:8][C:9]1[CH:14]=[CH:13][C:12]([Br:15])=[CH:11][C:10]=1[CH:16]([C:20]1[CH:25]=[CH:24][CH:23]=[CH:22][CH:21]=1)[CH2:17][CH2:18][O:19][S:38]([C:35]1[CH:36]=[CH:37][C:32]([CH3:42])=[CH:33][CH:34]=1)(=[O:40])=[O:39])[C:2]1[CH:3]=[CH:4][CH:5]=[CH:6][CH:7]=1. The yield is 0.936.